From a dataset of Catalyst prediction with 721,799 reactions and 888 catalyst types from USPTO. Predict which catalyst facilitates the given reaction. Reactant: [Cl-].[OH:2][NH3+:3].O.[OH-].[Na+].[CH:7]([C@H:9]1[CH2:13][N:12]([C:14]([O:16][C:17]([CH3:20])([CH3:19])[CH3:18])=[O:15])[CH2:11][C@@H:10]1[C:21]([O:23][C:24]([CH3:27])([CH3:26])[CH3:25])=[O:22])=O. Product: [OH:2][N:3]=[CH:7][C@H:9]1[CH2:13][N:12]([C:14]([O:16][C:17]([CH3:20])([CH3:19])[CH3:18])=[O:15])[CH2:11][C@@H:10]1[C:21]([O:23][C:24]([CH3:27])([CH3:26])[CH3:25])=[O:22]. The catalyst class is: 353.